Predict which catalyst facilitates the given reaction. From a dataset of Catalyst prediction with 721,799 reactions and 888 catalyst types from USPTO. (1) Reactant: [CH2:1]([O:3][C:4]([C:6]1[N:7]([C:12]2[CH:17]=[CH:16][C:15]([O:18]C)=[CH:14][CH:13]=2)[N:8]=[C:9]([CH3:11])[CH:10]=1)=[O:5])[CH3:2].B(Br)(Br)Br. Product: [CH2:1]([O:3][C:4]([C:6]1[N:7]([C:12]2[CH:13]=[CH:14][C:15]([OH:18])=[CH:16][CH:17]=2)[N:8]=[C:9]([CH3:11])[CH:10]=1)=[O:5])[CH3:2]. The catalyst class is: 2. (2) Reactant: [NH2:1][C:2]1[C:3]([NH:20][CH2:21][CH2:22][CH2:23][CH2:24][CH2:25][OH:26])=[C:4]([NH:8][C:9]([NH:11][C:12]2[CH:17]=[CH:16][C:15]([Cl:18])=[CH:14][C:13]=2[Cl:19])=S)[CH:5]=[CH:6][CH:7]=1.Cl.C(N=C=NCCCN(C)C)C. Product: [NH2:1][C:2]1[C:3]2[N:20]([CH2:21][CH2:22][CH2:23][CH2:24][CH2:25][OH:26])[C:9]([NH:11][C:12]3[CH:17]=[CH:16][C:15]([Cl:18])=[CH:14][C:13]=3[Cl:19])=[N:8][C:4]=2[CH:5]=[CH:6][CH:7]=1. The catalyst class is: 54. (3) Reactant: C(OC(=O)[NH:7][C@@H:8]([CH2:21][C:22]1[CH:27]=[CH:26][CH:25]=[CH:24][CH:23]=1)[C:9]([N:11]1[CH2:20][CH2:19][C:18]2[C:13](=[CH:14][CH:15]=[CH:16][CH:17]=2)[CH2:12]1)=[O:10])(C)(C)C.C(O)(C(F)(F)F)=O. Product: [NH2:7][C@@H:8]([CH2:21][C:22]1[CH:27]=[CH:26][CH:25]=[CH:24][CH:23]=1)[C:9]([N:11]1[CH2:20][CH2:19][C:18]2[C:13](=[CH:14][CH:15]=[CH:16][CH:17]=2)[CH2:12]1)=[O:10]. The catalyst class is: 2.